From a dataset of Reaction yield outcomes from USPTO patents with 853,638 reactions. Predict the reaction yield, written as a fraction of the theoretical maximum amount of product (1.0 means a 100% yield; for example, 0.34 means a 34% yield). The reactants are [Cl-].[Al+3].[Cl-].[Cl-].Br[C:6]12[CH2:13][CH2:12][C:9]([C:14]([O:16][CH3:17])=[O:15])([CH2:10][CH2:11]1)[CH2:8][CH2:7]2. The catalyst is C1C=CC=CC=1. The product is [C:6]1([C:6]23[CH2:13][CH2:12][C:9]([C:14]([O:16][CH3:17])=[O:15])([CH2:10][CH2:11]2)[CH2:8][CH2:7]3)[CH:11]=[CH:10][CH:9]=[CH:8][CH:7]=1. The yield is 0.488.